From a dataset of Full USPTO retrosynthesis dataset with 1.9M reactions from patents (1976-2016). Predict the reactants needed to synthesize the given product. (1) Given the product [C:1]([O:5][C:6]([N:8]1[CH2:12][C@@H:11]([CH:13]=[O:14])[C@H:10]([C:15]([CH3:23])([CH3:22])[O:16][SiH2:17][C:18]([CH3:21])([CH3:20])[CH3:19])[CH2:9]1)=[O:7])([CH3:3])([CH3:4])[CH3:2], predict the reactants needed to synthesize it. The reactants are: [C:1]([O:5][C:6]([N:8]1[CH2:12][C@@H:11]([CH2:13][OH:14])[C@H:10]([C:15]([CH3:23])([CH3:22])[O:16][SiH2:17][C:18]([CH3:21])([CH3:20])[CH3:19])[CH2:9]1)=[O:7])([CH3:4])([CH3:3])[CH3:2].CC(OI1(OC(C)=O)(OC(C)=O)OC(=O)C2C=CC=CC1=2)=O.C(OC(C)(C)C)=O.CC#N.O. (2) Given the product [C:17]([NH:1][C:2]1[S:3][C:4]([C:11]2[CH:16]=[CH:15][CH:14]=[CH:13][CH:12]=2)=[C:5]([C:7]([O:9][CH3:10])=[O:8])[N:6]=1)(=[O:19])[CH3:18], predict the reactants needed to synthesize it. The reactants are: [NH2:1][C:2]1[S:3][C:4]([C:11]2[CH:16]=[CH:15][CH:14]=[CH:13][CH:12]=2)=[C:5]([C:7]([O:9][CH3:10])=[O:8])[N:6]=1.[C:17](Cl)(=[O:19])[CH3:18].O. (3) Given the product [NH2:7][CH2:8][CH2:9][C:10]([C:13]1[CH:14]=[CH:15][C:16]([NH:19][C:20](=[O:31])[C:21]2[CH:26]=[CH:25][C:24]([O:27][CH3:28])=[C:23]([O:29][CH3:30])[CH:22]=2)=[CH:17][CH:18]=1)([CH3:11])[CH3:12], predict the reactants needed to synthesize it. The reactants are: C(OC(=O)[NH:7][CH2:8][CH2:9][C:10]([C:13]1[CH:18]=[CH:17][C:16]([NH:19][C:20](=[O:31])[C:21]2[CH:26]=[CH:25][C:24]([O:27][CH3:28])=[C:23]([O:29][CH3:30])[CH:22]=2)=[CH:15][CH:14]=1)([CH3:12])[CH3:11])(C)(C)C.C(O)(C(F)(F)F)=O. (4) Given the product [C:1]([O:5][C:6]([NH:8][CH2:9][C@H:10]1[CH2:15][CH2:14][C@H:13]([C:16]([NH:18][C@H:19]([C:37](=[O:50])[NH:38][C:39]2[CH:44]=[CH:43][C:42]([C:45]3[NH:46][N:47]=[N:48][N:49]=3)=[CH:41][CH:40]=2)[CH2:20][C:21]2[CH:26]=[CH:25][C:24]([C:27]3[CH:32]=[CH:31][C:30]([C:33]([NH:51][CH:52]4[CH2:57][CH2:56][N:55]([C:58]([O:60][C:61]([CH3:64])([CH3:63])[CH3:62])=[O:59])[CH2:54][C:53]4([CH3:66])[CH3:65])=[O:35])=[CH:29][C:28]=3[CH3:36])=[CH:23][CH:22]=2)=[O:17])[CH2:12][CH2:11]1)=[O:7])([CH3:3])([CH3:2])[CH3:4], predict the reactants needed to synthesize it. The reactants are: [C:1]([O:5][C:6]([NH:8][CH2:9][C@H:10]1[CH2:15][CH2:14][C@H:13]([C:16]([NH:18][C@H:19]([C:37](=[O:50])[NH:38][C:39]2[CH:44]=[CH:43][C:42]([C:45]3[NH:49][N:48]=[N:47][N:46]=3)=[CH:41][CH:40]=2)[CH2:20][C:21]2[CH:26]=[CH:25][C:24]([C:27]3[CH:32]=[CH:31][C:30]([C:33]([OH:35])=O)=[CH:29][C:28]=3[CH3:36])=[CH:23][CH:22]=2)=[O:17])[CH2:12][CH2:11]1)=[O:7])([CH3:4])([CH3:3])[CH3:2].[NH2:51][CH:52]1[CH2:57][CH2:56][N:55]([C:58]([O:60][C:61]([CH3:64])([CH3:63])[CH3:62])=[O:59])[CH2:54][C:53]1([CH3:66])[CH3:65].C(NC(C)C)(C)C.CN(C(ON1N=NC2C=CC=NC1=2)=[N+](C)C)C.F[P-](F)(F)(F)(F)F. (5) Given the product [N:15]1([CH2:14][CH2:13][O:12][C:7]2[CH:8]=[C:9]3[C:4](=[CH:5][CH:6]=2)[CH:3]=[C:2]([C:26]2[CH:27]=[C:22]([CH:23]=[CH:24][CH:25]=2)[C:20]#[N:21])[CH:11]=[CH:10]3)[CH2:19][CH2:18][CH2:17][CH2:16]1, predict the reactants needed to synthesize it. The reactants are: Br[C:2]1[CH:3]=[C:4]2[C:9](=[CH:10][CH:11]=1)[CH:8]=[C:7]([O:12][CH2:13][CH2:14][N:15]1[CH2:19][CH2:18][CH2:17][CH2:16]1)[CH:6]=[CH:5]2.[C:20]([C:22]1[CH:23]=[C:24](B(O)O)[CH:25]=[CH:26][CH:27]=1)#[N:21].C(=O)([O-])[O-].[Na+].[Na+]. (6) Given the product [CH2:1]([O:8][C:9]([NH:11][C:12]1[CH:25]=[CH:24][C:23]([O:26][C:27]([F:28])([F:30])[F:29])=[CH:22][C:13]=1[C:14]([NH:16][CH2:17][C:18]([OH:20])=[O:19])=[O:15])=[O:10])[C:2]1[CH:3]=[CH:4][CH:5]=[CH:6][CH:7]=1, predict the reactants needed to synthesize it. The reactants are: [CH2:1]([O:8][C:9]([NH:11][C:12]1[CH:25]=[CH:24][C:23]([O:26][C:27]([F:30])([F:29])[F:28])=[CH:22][C:13]=1[C:14]([NH:16][CH2:17][C:18]([O:20]C)=[O:19])=[O:15])=[O:10])[C:2]1[CH:7]=[CH:6][CH:5]=[CH:4][CH:3]=1.Cl.C(O)(=O)C. (7) Given the product [OH:5][C:6]1[CH:14]=[C:13]2[C:9]([C:10]3[C:18]([C:19]4[CH:24]=[CH:23][CH:22]=[C:21]([N:25]5[C:34](=[O:35])[C:33]6[C:28](=[CH:29][CH:30]=[CH:31][CH:32]=6)[N:27]=[CH:26]5)[C:20]=4[CH3:36])=[CH:17][N:16]=[C:15]([C:37]([NH2:39])=[O:38])[C:11]=3[NH:12]2)=[CH:8][CH:7]=1, predict the reactants needed to synthesize it. The reactants are: COCC[O:5][C:6]1[CH:14]=[C:13]2[C:9]([C:10]3[C:18]([C:19]4[CH:24]=[CH:23][CH:22]=[C:21]([N:25]5[C:34](=[O:35])[C:33]6[C:28](=[CH:29][CH:30]=[CH:31][CH:32]=6)[N:27]=[CH:26]5)[C:20]=4[CH3:36])=[CH:17][N:16]=[C:15]([C:37]([NH2:39])=[O:38])[C:11]=3[NH:12]2)=[CH:8][CH:7]=1.[I-].[I-].[I-].[Al+3]. (8) Given the product [Cl:29][C:22]1[CH:23]=[C:24]([CH:25]=[O:26])[CH:27]=[CH:28][C:21]=1[NH:19][C:17]([C:14]1[CH:13]=[C:12]([C:4]2[CH:5]=[CH:6][C:7]([O:8][CH:9]([CH3:11])[CH3:10])=[C:2]([Cl:1])[CH:3]=2)[O:16][N:15]=1)=[O:18], predict the reactants needed to synthesize it. The reactants are: [Cl:1][C:2]1[CH:3]=[C:4]([C:12]2[O:16][N:15]=[C:14]([C:17]([NH2:19])=[O:18])[CH:13]=2)[CH:5]=[CH:6][C:7]=1[O:8][CH:9]([CH3:11])[CH3:10].Br[C:21]1[CH:28]=[CH:27][C:24]([CH:25]=[O:26])=[CH:23][C:22]=1[Cl:29]. (9) Given the product [C:1]1([C@@H:13]2[CH2:12][O:11][CH2:10][C@H:9]2[OH:14])[CH:6]=[CH:5][CH:4]=[CH:3][CH:2]=1, predict the reactants needed to synthesize it. The reactants are: [C:1]1([Mg]Br)[CH:6]=[CH:5][CH:4]=[CH:3][CH:2]=1.[CH:9]12[O:14][CH:13]1[CH2:12][O:11][CH2:10]2.